From a dataset of Forward reaction prediction with 1.9M reactions from USPTO patents (1976-2016). Predict the product of the given reaction. (1) Given the reactants [CH:1]([S:4]([C:7]1[CH:12]=[CH:11][C:10]([C:13]2[N:14]=[C:15]3[C:21]([N:22]4[C:30](=[O:31])[C:29]5[C:24](=[CH:25][CH:26]=[C:27]([C:32]#[N:33])[CH:28]=5)[CH2:23]4)=[CH:20][N:19](C(C4C=CC=CC=4)(C4C=CC=CC=4)C4C=CC=CC=4)[C:16]3=[N:17][CH:18]=2)=[CH:9][CH:8]=1)(=[O:6])=[O:5])([CH3:3])[CH3:2].[BH4-].[Na+], predict the reaction product. The product is: [NH2:33][CH2:32][C:27]1[CH:28]=[C:29]2[C:24]([CH2:23][N:22]([C:21]3[C:15]4[C:16](=[N:17][CH:18]=[C:13]([C:10]5[CH:11]=[CH:12][C:7]([S:4]([CH:1]([CH3:3])[CH3:2])(=[O:6])=[O:5])=[CH:8][CH:9]=5)[N:14]=4)[NH:19][CH:20]=3)[C:30]2=[O:31])=[CH:25][CH:26]=1. (2) The product is: [NH2:1][C@@H:2]([C:24]([O:26][CH2:27][CH3:28])=[O:25])[CH2:3][CH2:4][C:5]([NH:7][C@@H:8]([C:19]([O:21][CH2:22][CH3:23])=[O:20])[CH2:9][C:10]1[C:18]2[C:13](=[CH:14][CH:15]=[CH:16][CH:17]=2)[NH:12][CH:11]=1)=[O:6]. Given the reactants [NH:1](C(OCC1C=CC=CC=1)=O)[C@@H:2]([C:24]([O:26][CH2:27][CH3:28])=[O:25])[CH2:3][CH2:4][C:5]([NH:7][C@@H:8]([C:19]([O:21][CH2:22][CH3:23])=[O:20])[CH2:9][C:10]1[C:18]2[C:13](=[CH:14][CH:15]=[CH:16][CH:17]=2)[NH:12][CH:11]=1)=[O:6], predict the reaction product.